Task: Predict the reactants needed to synthesize the given product.. Dataset: Full USPTO retrosynthesis dataset with 1.9M reactions from patents (1976-2016) (1) Given the product [F:32][C:27]1[CH:26]=[C:25]([CH:30]=[CH:29][C:28]=1[F:31])[CH2:24][NH:23][C:21]([C:6]1[C:5]2[C:9](=[CH:10][C:2]([NH:1][C:37]3[O:38][CH2:34][CH2:35][N:36]=3)=[CH:3][CH:4]=2)[N:8]([CH2:11][C:12]2[CH:17]=[CH:16][CH:15]=[CH:14][N:13]=2)[C:7]=1[CH:18]([CH3:20])[CH3:19])=[O:22], predict the reactants needed to synthesize it. The reactants are: [NH2:1][C:2]1[CH:10]=[C:9]2[C:5]([C:6]([C:21]([NH:23][CH2:24][C:25]3[CH:30]=[CH:29][C:28]([F:31])=[C:27]([F:32])[CH:26]=3)=[O:22])=[C:7]([CH:18]([CH3:20])[CH3:19])[N:8]2[CH2:11][C:12]2[CH:17]=[CH:16][CH:15]=[CH:14][N:13]=2)=[CH:4][CH:3]=1.Cl[CH2:34][CH2:35][N:36]=[C:37]=[O:38]. (2) Given the product [CH2:1]([OH:23])[C@@H:2]([C@H:3]([C@@H:4]([CH2:5][OH:20])[OH:21])[OH:22])[OH:7], predict the reactants needed to synthesize it. The reactants are: [CH2:1]([OH:23])[C@H:2]1[O:7][C@@H]([O:7][C@H:2]2[C@H:3]([OH:22])[C@@H:4]([OH:21])[C@H:5]([OH:20])[O:23][C@@H:1]2CO)[C@H:5]([OH:20])[C@@H:4]([OH:21])[C@@H:3]1[OH:22].O=C[C@@H]([C@H]([C@@H](CO)O)O)O. (3) Given the product [C:1]1([S:7]([N:10]2[C:18]3[C:13](=[CH:14][C:15]([C:21]4[CH:26]=[CH:25][CH:24]=[CH:23][CH:22]=4)=[CH:16][CH:17]=3)[CH:12]=[C:11]2[CH3:20])(=[O:9])=[O:8])[CH:6]=[CH:5][CH:4]=[CH:3][CH:2]=1, predict the reactants needed to synthesize it. The reactants are: [C:1]1([S:7]([N:10]2[C:18]3[C:13](=[CH:14][C:15](Br)=[CH:16][CH:17]=3)[CH:12]=[C:11]2[CH3:20])(=[O:9])=[O:8])[CH:6]=[CH:5][CH:4]=[CH:3][CH:2]=1.[C:21]1(B(O)O)[CH:26]=[CH:25][CH:24]=[CH:23][CH:22]=1.C(=O)([O-])[O-].[Na+].[Na+]. (4) Given the product [Cl:15][C:16]1[C:17]([CH3:42])=[C:18]([CH:28]2[CH2:31][N:30]([C:32]([O:34][CH2:35][C:36]3[CH:41]=[CH:40][CH:39]=[CH:38][CH:37]=3)=[O:33])[CH2:29]2)[C:19]([O:25][CH2:26][CH3:27])=[C:20]([CH:22]([Cl:3])[CH3:23])[CH:21]=1, predict the reactants needed to synthesize it. The reactants are: N1C(Cl)=NC(Cl)=NC=1[Cl:3].CN(C)C=O.[Cl:15][C:16]1[C:17]([CH3:42])=[C:18]([CH:28]2[CH2:31][N:30]([C:32]([O:34][CH2:35][C:36]3[CH:41]=[CH:40][CH:39]=[CH:38][CH:37]=3)=[O:33])[CH2:29]2)[C:19]([O:25][CH2:26][CH3:27])=[C:20]([CH:22](O)[CH3:23])[CH:21]=1.O. (5) Given the product [NH2:1][C:2]1[CH:3]=[CH:4][C:5]([CH3:26])=[C:6]([C:8]2[C:9](=[O:25])[N:10]([C:19]3[CH:24]=[CH:23][CH:22]=[CH:21][CH:20]=3)[C:11]3[C:16]([CH:17]=2)=[CH:15][N:14]=[C:13]([CH3:27])[CH:12]=3)[CH:7]=1, predict the reactants needed to synthesize it. The reactants are: [NH2:1][C:2]1[CH:3]=[CH:4][C:5]([CH3:26])=[C:6]([C:8]2[C:9](=[O:25])[N:10]([C:19]3[CH:24]=[CH:23][CH:22]=[CH:21][CH:20]=3)[C:11]3[C:16]([CH:17]=2)=[CH:15][N:14]=[C:13](Cl)[CH:12]=3)[CH:7]=1.[CH:27]1C=CC(P(C2C=CC=CC=2)C2C=CC=CC=2)=CC=1.